From a dataset of Peptide-MHC class I binding affinity with 185,985 pairs from IEDB/IMGT. Regression. Given a peptide amino acid sequence and an MHC pseudo amino acid sequence, predict their binding affinity value. This is MHC class I binding data. The peptide sequence is KTWAYHGSY. The MHC is HLA-B57:01 with pseudo-sequence HLA-B57:01. The binding affinity (normalized) is 0.860.